Dataset: Catalyst prediction with 721,799 reactions and 888 catalyst types from USPTO. Task: Predict which catalyst facilitates the given reaction. (1) The catalyst class is: 1. Product: [Cl:24][C:17]1[N:16]=[C:15]([NH:2][C@@H:3]([C@H:8]([OH:13])[C:9]([O:11][CH3:12])=[O:10])[C:4]([O:6][CH3:7])=[O:5])[C:20]([N+:21]([O-:23])=[O:22])=[CH:19][CH:18]=1. Reactant: Cl.[NH2:2][C@@H:3]([C@H:8]([OH:13])[C:9]([O:11][CH3:12])=[O:10])[C:4]([O:6][CH3:7])=[O:5].Cl[C:15]1[C:20]([N+:21]([O-:23])=[O:22])=[CH:19][CH:18]=[C:17]([Cl:24])[N:16]=1.C([O-])(O)=O.[Na+]. (2) Product: [Br:3][C:4]1[C:12]2[C:7](=[CH:8][N:9]=[CH:10][CH:11]=2)[N:6]([S:24]([C:21]2[CH:20]=[CH:19][C:18]([N+:15]([O-:17])=[O:16])=[CH:23][CH:22]=2)(=[O:25])=[O:26])[CH:5]=1. The catalyst class is: 18. Reactant: [H-].[Na+].[Br:3][C:4]1[C:12]2[C:7](=[CH:8][N:9]=[CH:10][CH:11]=2)[NH:6][CH:5]=1.[H][H].[N+:15]([C:18]1[CH:23]=[CH:22][C:21]([S:24](Cl)(=[O:26])=[O:25])=[CH:20][CH:19]=1)([O-:17])=[O:16]. (3) Reactant: [CH3:1][O:2][C:3]1[CH:7]=[C:6]([C:8]([OH:10])=O)[O:5][N:4]=1.CN(C(ON1N=NC2C=CC=NC1=2)=[N+](C)C)C.F[P-](F)(F)(F)(F)F.CCN(C(C)C)C(C)C.[NH2:44][C@H:45]([CH2:54][C:55]1[CH:60]=[CH:59][C:58]([C:61]2[CH:66]=[CH:65][CH:64]=[C:63]([Cl:67])[CH:62]=2)=[CH:57][CH:56]=1)[CH2:46][C@:47]([CH2:52][OH:53])([CH3:51])[C:48]([OH:50])=[O:49]. Product: [Cl:67][C:63]1[CH:62]=[C:61]([C:58]2[CH:57]=[CH:56][C:55]([CH2:54][C@@H:45]([NH:44][C:8]([C:6]3[O:5][N:4]=[C:3]([O:2][CH3:1])[CH:7]=3)=[O:10])[CH2:46][C@:47]([CH2:52][OH:53])([CH3:51])[C:48]([OH:50])=[O:49])=[CH:60][CH:59]=2)[CH:66]=[CH:65][CH:64]=1. The catalyst class is: 3.